This data is from Catalyst prediction with 721,799 reactions and 888 catalyst types from USPTO. The task is: Predict which catalyst facilitates the given reaction. (1) Reactant: [CH:1]1([C:4]2[CH:9]=[CH:8][C:7]([CH:10]3[N:14]([CH2:15][CH2:16][C:17]4[CH:22]=[CH:21][C:20]([O:23][CH3:24])=[CH:19][CH:18]=4)[C:13](=[O:25])[C:12]4([CH2:30][CH2:29][NH:28][CH2:27][CH2:26]4)[N:11]3[CH3:31])=[CH:6][CH:5]=2)[CH2:3][CH2:2]1.C(N(C(C)C)CC)(C)C.Cl[C:42](OC(Cl)(Cl)Cl)=[O:43].[C:49]([O:53][C:54](=[O:57])[NH:55][NH2:56])([CH3:52])([CH3:51])[CH3:50]. Product: [CH:1]1([C:4]2[CH:9]=[CH:8][C:7]([CH:10]3[N:14]([CH2:15][CH2:16][C:17]4[CH:22]=[CH:21][C:20]([O:23][CH3:24])=[CH:19][CH:18]=4)[C:13](=[O:25])[C:12]4([CH2:26][CH2:27][N:28]([C:42]([NH:56][NH:55][C:54]([O:53][C:49]([CH3:52])([CH3:51])[CH3:50])=[O:57])=[O:43])[CH2:29][CH2:30]4)[N:11]3[CH3:31])=[CH:6][CH:5]=2)[CH2:3][CH2:2]1. The catalyst class is: 2. (2) Reactant: [Cl:1][C:2]1[C:3]([N:8]2[C:12]([C:13]3[O:18][C:17](=[O:19])[C:16]4[CH:20]=[CH:21][CH:22]=[C:23]([CH3:24])[C:15]=4[N:14]=3)=[CH:11][C:10]([C:25]([F:28])([F:27])[F:26])=[N:9]2)=[N:4][CH:5]=[CH:6][CH:7]=1.[CH:29]([NH2:32])([CH3:31])[CH3:30].C(OCC)C. Product: [Cl:1][C:2]1[C:3]([N:8]2[C:12]([C:13]([NH:14][C:15]3[C:16]([C:17]([NH:32][CH:29]([CH3:31])[CH3:30])=[O:19])=[CH:20][CH:21]=[CH:22][C:23]=3[CH3:24])=[O:18])=[CH:11][C:10]([C:25]([F:27])([F:26])[F:28])=[N:9]2)=[N:4][CH:5]=[CH:6][CH:7]=1. The catalyst class is: 4. (3) Reactant: Cl.[NH:2]([C:4]1[CH:9]=[CH:8][CH:7]=[CH:6][C:5]=1[N:10]([CH3:12])[CH3:11])[NH2:3].[Cl:13][C:14]1[CH:19]=[CH:18][C:17]([C:20](=O)[CH2:21][C:22]([CH:24]2[CH2:29][C:28]([CH3:31])([CH3:30])[O:27][C:26]([CH3:33])([CH3:32])[CH2:25]2)=O)=[CH:16][CH:15]=1.C(N(CC)CC)C. Product: [Cl:13][C:14]1[CH:15]=[CH:16][C:17]([C:20]2[N:2]([C:4]3[CH:9]=[CH:8][CH:7]=[CH:6][C:5]=3[N:10]([CH3:12])[CH3:11])[N:3]=[C:22]([CH:24]3[CH2:25][C:26]([CH3:33])([CH3:32])[O:27][C:28]([CH3:31])([CH3:30])[CH2:29]3)[CH:21]=2)=[CH:18][CH:19]=1. The catalyst class is: 191. (4) Reactant: [CH3:1][O:2][CH:3]([CH2:17][C@@H:18]([CH3:24])[C:19]([O:22][CH3:23])([CH3:21])[CH3:20])[C@H:4]([C@@H:6]1[C@:14]2([CH3:15])[C@H:9]([C@@H:10]([OH:16])[CH2:11][CH2:12][CH2:13]2)[CH2:8][CH2:7]1)[CH3:5].[Cr](O[Cr]([O-])(=O)=O)([O-])(=O)=O.[NH+]1C=CC=CC=1.[NH+]1C=CC=CC=1.C1(C)C=CC(S([O-])(=O)=O)=CC=1.[NH+]1C=CC=CC=1. Product: [CH3:1][O:2][CH:3]([CH2:17][C@@H:18]([CH3:24])[C:19]([O:22][CH3:23])([CH3:21])[CH3:20])[C@H:4]([C@@H:6]1[C@:14]2([CH3:15])[C@H:9]([C:10](=[O:16])[CH2:11][CH2:12][CH2:13]2)[CH2:8][CH2:7]1)[CH3:5]. The catalyst class is: 4. (5) Reactant: [CH3:1][CH:2]([CH3:35])[C@H:3]([NH:11][C:12]([C@@H:14]1[CH2:19][CH2:18][CH2:17][C@H:16]([O:20][CH2:21][C:22]2[N:23]=[C:24]([C:28]3[CH:33]=[CH:32][C:31]([CH3:34])=[CH:30][CH:29]=3)[O:25][C:26]=2[CH3:27])[CH2:15]1)=[O:13])[C:4]([O:6]C(C)(C)C)=[O:5].FC(F)(F)C(O)=O. Product: [CH3:1][CH:2]([CH3:35])[C@H:3]([NH:11][C:12]([C@@H:14]1[CH2:19][CH2:18][CH2:17][C@H:16]([O:20][CH2:21][C:22]2[N:23]=[C:24]([C:28]3[CH:29]=[CH:30][C:31]([CH3:34])=[CH:32][CH:33]=3)[O:25][C:26]=2[CH3:27])[CH2:15]1)=[O:13])[C:4]([OH:6])=[O:5]. The catalyst class is: 2.